This data is from Reaction yield outcomes from USPTO patents with 853,638 reactions. The task is: Predict the reaction yield, written as a fraction of the theoretical maximum amount of product (1.0 means a 100% yield; for example, 0.34 means a 34% yield). (1) The reactants are [NH2:1][C:2]1[NH:6][N:5]=[C:4]([CH3:7])[C:3]=1[C:8]1[S:9][C:10]2[CH:16]=[C:15]([S:17](Cl)(=[O:19])=[O:18])[CH:14]=[CH:13][C:11]=2[N:12]=1.[F:21][C:22]1[CH:29]=[CH:28][C:25]([CH2:26][NH2:27])=[CH:24][CH:23]=1.CN1CCOCC1. The catalyst is C(Cl)(Cl)Cl. The product is [F:21][C:22]1[CH:29]=[CH:28][C:25]([CH2:26][NH:27][S:17]([C:15]2[CH:14]=[CH:13][C:11]3[N:12]=[C:8]([C:3]4[C:4]([CH3:7])=[N:5][NH:6][C:2]=4[NH2:1])[S:9][C:10]=3[CH:16]=2)(=[O:19])=[O:18])=[CH:24][CH:23]=1. The yield is 0.0900. (2) The reactants are [OH:1][CH:2]1[CH2:7][CH2:6][N:5]([C:8]([O:10][C:11]([CH3:14])([CH3:13])[CH3:12])=[O:9])[C:4](=[O:15])[CH2:3]1.C(N(CC)CC)C.[CH3:23][S:24](Cl)(=[O:26])=[O:25]. The catalyst is ClCCl.CN(C)C1C=CN=CC=1. The product is [CH3:23][S:24]([O:1][CH:2]1[CH2:7][CH2:6][N:5]([C:8]([O:10][C:11]([CH3:12])([CH3:14])[CH3:13])=[O:9])[C:4](=[O:15])[CH2:3]1)(=[O:26])=[O:25]. The yield is 0.660. (3) The reactants are [Cl:1][C:2]1[CH:7]=[CH:6][C:5]([CH:8]([C:18]2[C:22]3[CH:23]=[CH:24][C:25]([C:27]4[C:28]5[C@H:35]([CH3:36])[CH2:34][C@@H:33]([OH:37])[C:29]=5[N:30]=[CH:31][N:32]=4)=[CH:26][C:21]=3[S:20][N:19]=2)[CH2:9][NH:10]C(=O)OC(C)(C)C)=[CH:4][CH:3]=1.[ClH:38]. The catalyst is C(Cl)Cl.O1CCOCC1. The product is [ClH:1].[ClH:38].[ClH:1].[NH2:10][CH2:9][CH:8]([C:18]1[C:22]2[CH:23]=[CH:24][C:25]([C:27]3[C:28]4[C@H:35]([CH3:36])[CH2:34][C@@H:33]([OH:37])[C:29]=4[N:30]=[CH:31][N:32]=3)=[CH:26][C:21]=2[S:20][N:19]=1)[C:5]1[CH:4]=[CH:3][C:2]([Cl:1])=[CH:7][CH:6]=1. The yield is 0.770. (4) The reactants are [BH4-].[Na+].[C:3]([O:7][C:8]([N:10]1[C:15](=[O:16])[CH:14]2[CH2:17][CH:11]1[CH2:12][CH2:13]2)=[O:9])([CH3:6])([CH3:5])[CH3:4]. The catalyst is C1COCC1.O. The product is [C:3]([O:7][C:8](=[O:9])[NH:10][C@H:11]1[CH2:12][CH2:13][C@@H:14]([CH2:15][OH:16])[CH2:17]1)([CH3:6])([CH3:4])[CH3:5]. The yield is 0.950. (5) The reactants are [CH2:1]([S:3][CH2:4][CH2:5][O:6][C:7]1[CH:12]=[C:11]([CH3:13])[C:10]([C:14]2[CH:19]=[CH:18][CH:17]=[C:16]([CH2:20][O:21][C:22]3[CH:34]=[CH:33][C:25]4[C@H:26]([CH2:29][C:30]([OH:32])=[O:31])[CH2:27][O:28][C:24]=4[CH:23]=3)[CH:15]=2)=[C:9]([CH3:35])[CH:8]=1)[CH3:2].S(O[O-])([O-])(=O)=[O:37].[K+].[K+].[OH2:44]. The catalyst is CO. The product is [CH2:1]([S:3]([CH2:4][CH2:5][O:6][C:7]1[CH:8]=[C:9]([CH3:35])[C:10]([C:14]2[CH:19]=[CH:18][CH:17]=[C:16]([CH2:20][O:21][C:22]3[CH:34]=[CH:33][C:25]4[C@H:26]([CH2:29][C:30]([OH:32])=[O:31])[CH2:27][O:28][C:24]=4[CH:23]=3)[CH:15]=2)=[C:11]([CH3:13])[CH:12]=1)(=[O:37])=[O:44])[CH3:2]. The yield is 0.730. (6) The reactants are I[C:2]1[CH:3]=[C:4]([CH:19]=[CH:20][CH:21]=1)[CH2:5][C:6]1[S:10][C:9]([C:11]2[CH:18]=[CH:17][C:14]([C:15]#[N:16])=[CH:13][CH:12]=2)=[N:8][N:7]=1.C1[CH2:26][O:25][CH2:24]C1.C1CCN2C(=NCCC2)CC1.C[OH:39]. The catalyst is C([O-])(=O)C.[Pd+2].C([O-])(=O)C. The product is [CH3:24][O:25][C:26](=[O:39])[C:2]1[CH:21]=[CH:20][CH:19]=[C:4]([CH2:5][C:6]2[S:10][C:9]([C:11]3[CH:18]=[CH:17][C:14]([C:15]#[N:16])=[CH:13][CH:12]=3)=[N:8][N:7]=2)[CH:3]=1. The yield is 0.600.